Dataset: Full USPTO retrosynthesis dataset with 1.9M reactions from patents (1976-2016). Task: Predict the reactants needed to synthesize the given product. (1) Given the product [F:13][CH:14]1[CH2:17][N:16]([C:18]2[CH:25]=[CH:24][C:23]([C:26]3[O:30][N:29]=[C:28]([C:31]4[CH:41]=[CH:40][C:34]5[CH2:35][CH2:36][N:37]([C:10](=[O:11])[CH2:9][NH2:8])[CH2:38][CH2:39][C:33]=5[CH:32]=4)[N:27]=3)=[CH:22][C:19]=2[C:20]#[N:21])[CH2:15]1, predict the reactants needed to synthesize it. The reactants are: CC(OC([NH:8][CH2:9][C:10](O)=[O:11])=O)(C)C.[F:13][CH:14]1[CH2:17][N:16]([C:18]2[CH:25]=[CH:24][C:23]([C:26]3[O:30][N:29]=[C:28]([C:31]4[CH:41]=[CH:40][C:34]5[CH2:35][CH2:36][NH:37][CH2:38][CH2:39][C:33]=5[CH:32]=4)[N:27]=3)=[CH:22][C:19]=2[C:20]#[N:21])[CH2:15]1.CN(C(ON1N=NC2C=CC=NC1=2)=[N+](C)C)C.F[P-](F)(F)(F)(F)F.CCN(C(C)C)C(C)C.FC(F)(F)C(O)=O. (2) Given the product [CH2:23]([N:20]1[CH2:21][CH2:22][N:17]([C:14]2[CH:15]=[CH:16][C:11]([NH:10][C:4]3[C:5](=[O:9])[N:6]([CH3:8])[CH:7]=[C:2]([C:35]4[C:30]([CH2:29][O:28][C:25](=[O:27])[CH3:26])=[C:31]([N:45]5[C:46](=[O:58])[C:47]6[S:53][C:52]7[CH2:54][CH2:55][CH2:56][CH2:57][C:51]=7[C:48]=6[CH2:49][CH2:50]5)[CH:32]=[CH:33][CH:34]=4)[CH:3]=3)=[N:12][CH:13]=2)[CH2:18][CH2:19]1)[CH3:24], predict the reactants needed to synthesize it. The reactants are: Br[C:2]1[CH:3]=[C:4]([NH:10][C:11]2[CH:16]=[CH:15][C:14]([N:17]3[CH2:22][CH2:21][N:20]([CH2:23][CH3:24])[CH2:19][CH2:18]3)=[CH:13][N:12]=2)[C:5](=[O:9])[N:6]([CH3:8])[CH:7]=1.[C:25]([O:28][CH2:29][C:30]1[C:35](B2OC(C)(C)C(C)(C)O2)=[CH:34][CH:33]=[CH:32][C:31]=1[N:45]1[CH2:50][CH2:49][C:48]2[C:51]3[CH2:57][CH2:56][CH2:55][CH2:54][C:52]=3[S:53][C:47]=2[C:46]1=[O:58])(=[O:27])[CH3:26].C([O-])([O-])=O.[Na+].[Na+].COCCOC.